From a dataset of Forward reaction prediction with 1.9M reactions from USPTO patents (1976-2016). Predict the product of the given reaction. (1) Given the reactants [CH3:1][C:2]1[C:7]([O:8][CH3:9])=[C:6]([OH:10])[C:5]2[C@H:11]3[N:33]([CH3:34])[C@@H:31]([CH2:32][C:4]=2[CH:3]=1)[C@H:30](C#N)[N:29]1[C@H:12]3[C@@H:13]2[S:43][CH2:42][C@:41]3([NH:52][CH2:51][CH2:50][C:49]4[C:44]3=[CH:45][C:46]([O:54][CH3:55])=[C:47]([OH:53])[CH:48]=4)[C:39](=[O:40])[O:38][CH2:37][C@H:28]1[C:15]1[C:16]3[O:27][CH2:26][O:25][C:17]=3[C:18]([CH3:24])=[C:19]([O:20][C:21]([CH3:23])=[O:22])[C:14]2=1.[Cl-].[Na+].C(=O)([O-])[OH:59].[Na+], predict the reaction product. The product is: [CH3:1][C:2]1[C:7]([O:8][CH3:9])=[C:6]([OH:10])[C:5]2[C@H:11]3[N:33]([CH3:34])[C@@H:31]([CH2:32][C:4]=2[CH:3]=1)[C@H:30]([OH:59])[N:29]1[C@H:12]3[C@H:13]2[S:43][CH2:42][C@:41]3([NH:52][CH2:51][CH2:50][C:49]4[C:44]3=[CH:45][C:46]([O:54][CH3:55])=[C:47]([OH:53])[CH:48]=4)[C:39](=[O:40])[O:38][CH2:37][C@@H:28]1[C:15]1[C:16]3[O:27][CH2:26][O:25][C:17]=3[C:18]([CH3:24])=[C:19]([O:20][C:21]([CH3:23])=[O:22])[C:14]2=1. (2) The product is: [F:10][C:8]1[CH:7]=[CH:6][C:3]([C:4]#[N:5])=[C:2]([NH:11][CH:12]2[CH2:17][CH2:16][CH:15]([OH:18])[CH2:14][CH2:13]2)[CH:9]=1. Given the reactants F[C:2]1[CH:9]=[C:8]([F:10])[CH:7]=[CH:6][C:3]=1[C:4]#[N:5].[NH2:11][C@H:12]1[CH2:17][CH2:16][C@H:15]([OH:18])[CH2:14][CH2:13]1.C(N(CC)C(C)C)(C)C.[NH4+].[Cl-], predict the reaction product. (3) The product is: [CH3:18][C:19]1[CH:23]([CH3:24])[CH:22]=[C:21]([CH3:25])[C:20]=1[C:26]1[CH:31]=[CH:30][CH:29]=[CH:28][C:27]=1[NH:32][S:13]([C:10]1[CH:11]=[CH:12][C:7]([CH3:17])=[CH:8][CH:9]=1)(=[O:15])=[O:14]. Given the reactants N1C=CC=CC=1.[C:7]1([CH3:17])[CH:12]=[CH:11][C:10]([S:13](Cl)(=[O:15])=[O:14])=[CH:9][CH:8]=1.[CH3:18][C:19]1[CH:23]([CH3:24])[CH:22]=[C:21]([CH3:25])[C:20]=1[C:26]1[CH:31]=[CH:30][CH:29]=[CH:28][C:27]=1[NH2:32].Cl, predict the reaction product. (4) Given the reactants [Cl:1][C:2]1[N:10]([C:11]2[CH:16]=[CH:15][C:14]([C:17]3[CH:22]=[CH:21][CH:20]=[C:19]([O:23][CH3:24])[C:18]=3[OH:25])=[CH:13][CH:12]=2)[C:9]2[C:8](=[O:26])[N:7]([CH2:27][CH2:28][C:29]([OH:31])=[O:30])[C:6](=[O:32])[NH:5][C:4]=2[CH:3]=1.Cl.[CH2:34](O)[CH3:35], predict the reaction product. The product is: [Cl:1][C:2]1[N:10]([C:11]2[CH:16]=[CH:15][C:14]([C:17]3[CH:22]=[CH:21][CH:20]=[C:19]([O:23][CH3:24])[C:18]=3[OH:25])=[CH:13][CH:12]=2)[C:9]2[C:8](=[O:26])[N:7]([CH2:27][CH2:28][C:29]([O:31][CH2:34][CH3:35])=[O:30])[C:6](=[O:32])[NH:5][C:4]=2[CH:3]=1. (5) Given the reactants [CH3:1][C:2]1[N:3]=[CH:4][C:5]([C:8]([OH:10])=O)=[N:6][CH:7]=1.CN(C(ON1N=NC2C=CC=CC1=2)=[N+](C)C)C.F[P-](F)(F)(F)(F)F.C(N(C(C)C)CC)(C)C.[NH2:44][CH2:45][C:46]1[C:51]([CH2:52][CH3:53])=[N:50][C:49]2[N:54]([CH2:57][CH3:58])[N:55]=[CH:56][C:48]=2[C:47]=1[NH:59][CH:60]1[CH2:65][CH2:64][O:63][CH2:62][CH2:61]1, predict the reaction product. The product is: [CH2:57]([N:54]1[C:49]2=[N:50][C:51]([CH2:52][CH3:53])=[C:46]([CH2:45][NH:44][C:8]([C:5]3[CH:4]=[N:3][C:2]([CH3:1])=[CH:7][N:6]=3)=[O:10])[C:47]([NH:59][CH:60]3[CH2:61][CH2:62][O:63][CH2:64][CH2:65]3)=[C:48]2[CH:56]=[N:55]1)[CH3:58]. (6) Given the reactants C[O:2][C:3](=[O:32])[CH:4]([C:6]1[CH:11]=[CH:10][C:9]([O:12][CH2:13][CH2:14][C@@H:15]([O:17][C:18]2[CH:23]=[CH:22][C:21]([CH2:24][CH3:25])=[CH:20][C:19]=2[C:26]2[NH:27][CH:28]=[CH:29][CH:30]=2)[CH3:16])=[CH:8][C:7]=1[CH3:31])[CH3:5], predict the reaction product. The product is: [CH2:24]([C:21]1[CH:22]=[CH:23][C:18]([O:17][C@@H:15]([CH3:16])[CH2:14][CH2:13][O:12][C:9]2[CH:10]=[CH:11][C:6]([CH:4]([CH3:5])[C:3]([OH:32])=[O:2])=[C:7]([CH3:31])[CH:8]=2)=[C:19]([C:26]2[NH:27][CH:28]=[CH:29][CH:30]=2)[CH:20]=1)[CH3:25]. (7) Given the reactants Br[C:2]1[C:3]2[CH:15]=[CH:14][CH:13]=[CH:12][C:4]=2[S:5][C:6]=1[CH2:7][CH2:8][N:9]([CH3:11])[CH3:10].CN(CCN(C)C)C.[Li]CCCC.[CH3:29][CH:30]1[CH2:32][O:31]1, predict the reaction product. The product is: [CH3:10][N:9]([CH3:11])[CH2:8][CH2:7][C:6]1[S:5][C:4]2[CH:12]=[CH:13][CH:14]=[CH:15][C:3]=2[C:2]=1[CH2:29][CH:30]([OH:31])[CH3:32].